From a dataset of Blood-brain barrier permeability classification from the B3DB database. Regression/Classification. Given a drug SMILES string, predict its absorption, distribution, metabolism, or excretion properties. Task type varies by dataset: regression for continuous measurements (e.g., permeability, clearance, half-life) or binary classification for categorical outcomes (e.g., BBB penetration, CYP inhibition). Dataset: b3db_classification. (1) The compound is COc1nccc(-c2c(-c3ccc(F)cc3)ncn2C2CCC(O)CC2)n1. The result is 0 (does not penetrate BBB). (2) The compound is CCCCOC[C@H](CN1C(=O)NC(=O)[C@](CC)(c2ccccc2)C1=O)OC(N)=O. The result is 1 (penetrates BBB). (3) The molecule is COc1ccc(CCN(C)CCCC(C#N)(c2ccc(OC)c(OC)c2)C(C)C)cc1OC. The result is 1 (penetrates BBB). (4) The drug is C[C@H]1c2cccc(O)c2C(O)=C2C(=O)[C@@]3(O)C(O)=C(C(N)=O)C(=O)[C@@H](N(C)C)[C@H]3[C@H](O)[C@H]21. The result is 0 (does not penetrate BBB). (5) The molecule is CCN(CC)C(=O)CNC(=O)c1cc(OC)c(OC)c(OC)c1. The result is 1 (penetrates BBB). (6) The drug is CO[C@@]12C=C[C@@]3(CC1C(C)(C)O)[C@H]1Cc4ccc(O)c5c4[C@@]3(CCN1CC1CC1)[C@H]2O5. The result is 1 (penetrates BBB).